Dataset: Peptide-MHC class I binding affinity with 185,985 pairs from IEDB/IMGT. Task: Regression. Given a peptide amino acid sequence and an MHC pseudo amino acid sequence, predict their binding affinity value. This is MHC class I binding data. (1) The peptide sequence is FLSFASLFL. The MHC is HLA-A80:01 with pseudo-sequence HLA-A80:01. The binding affinity (normalized) is 0.0847. (2) The peptide sequence is RIITILQDI. The MHC is HLA-A02:02 with pseudo-sequence HLA-A02:02. The binding affinity (normalized) is 0.411. (3) The peptide sequence is QIFEVYWYL. The MHC is HLA-B07:02 with pseudo-sequence HLA-B07:02. The binding affinity (normalized) is 0.105. (4) The peptide sequence is YRGEYRQSR. The binding affinity (normalized) is 0.0847. The MHC is HLA-B18:01 with pseudo-sequence HLA-B18:01. (5) The peptide sequence is FQPKNGQFI. The MHC is H-2-Kb with pseudo-sequence H-2-Kb. The binding affinity (normalized) is 0.0352. (6) The binding affinity (normalized) is 0. The peptide sequence is HTQGYFPDWQ. The MHC is Mamu-B03 with pseudo-sequence Mamu-B03. (7) The peptide sequence is IYHKCDNAC. The MHC is HLA-A26:01 with pseudo-sequence HLA-A26:01. The binding affinity (normalized) is 0.